Dataset: NCI-60 drug combinations with 297,098 pairs across 59 cell lines. Task: Regression. Given two drug SMILES strings and cell line genomic features, predict the synergy score measuring deviation from expected non-interaction effect. (1) Drug 1: CNC(=O)C1=CC=CC=C1SC2=CC3=C(C=C2)C(=NN3)C=CC4=CC=CC=N4. Drug 2: C1CN1P(=S)(N2CC2)N3CC3. Cell line: HOP-92. Synergy scores: CSS=8.92, Synergy_ZIP=-2.75, Synergy_Bliss=-4.23, Synergy_Loewe=-5.14, Synergy_HSA=-4.85. (2) Drug 1: C1CCN(CC1)CCOC2=CC=C(C=C2)C(=O)C3=C(SC4=C3C=CC(=C4)O)C5=CC=C(C=C5)O. Drug 2: CCN(CC)CCCC(C)NC1=C2C=C(C=CC2=NC3=C1C=CC(=C3)Cl)OC. Cell line: MDA-MB-231. Synergy scores: CSS=35.8, Synergy_ZIP=3.28, Synergy_Bliss=2.24, Synergy_Loewe=-8.02, Synergy_HSA=-0.950. (3) Drug 1: C1CCN(CC1)CCOC2=CC=C(C=C2)C(=O)C3=C(SC4=C3C=CC(=C4)O)C5=CC=C(C=C5)O. Drug 2: CC1=CC=C(C=C1)C2=CC(=NN2C3=CC=C(C=C3)S(=O)(=O)N)C(F)(F)F. Cell line: OVCAR-4. Synergy scores: CSS=5.33, Synergy_ZIP=-1.09, Synergy_Bliss=3.23, Synergy_Loewe=0.626, Synergy_HSA=0.0557. (4) Drug 1: CN1CCC(CC1)COC2=C(C=C3C(=C2)N=CN=C3NC4=C(C=C(C=C4)Br)F)OC. Drug 2: C1CC(=O)NC(=O)C1N2C(=O)C3=CC=CC=C3C2=O. Cell line: BT-549. Synergy scores: CSS=6.11, Synergy_ZIP=3.09, Synergy_Bliss=10.1, Synergy_Loewe=7.92, Synergy_HSA=7.81. (5) Drug 1: CNC(=O)C1=CC=CC=C1SC2=CC3=C(C=C2)C(=NN3)C=CC4=CC=CC=N4. Drug 2: C1CC(=O)NC(=O)C1N2C(=O)C3=CC=CC=C3C2=O. Cell line: CAKI-1. Synergy scores: CSS=3.84, Synergy_ZIP=-2.11, Synergy_Bliss=0.737, Synergy_Loewe=-5.41, Synergy_HSA=-0.659. (6) Drug 1: C1=NC2=C(N=C(N=C2N1C3C(C(C(O3)CO)O)F)Cl)N. Drug 2: C1=CC=C(C=C1)NC(=O)CCCCCCC(=O)NO. Cell line: BT-549. Synergy scores: CSS=26.4, Synergy_ZIP=-9.46, Synergy_Bliss=-5.49, Synergy_Loewe=-2.04, Synergy_HSA=-1.72. (7) Drug 1: CC1=C(C=C(C=C1)NC2=NC=CC(=N2)N(C)C3=CC4=NN(C(=C4C=C3)C)C)S(=O)(=O)N.Cl. Drug 2: CC1C(C(=O)NC(C(=O)N2CCCC2C(=O)N(CC(=O)N(C(C(=O)O1)C(C)C)C)C)C(C)C)NC(=O)C3=C4C(=C(C=C3)C)OC5=C(C(=O)C(=C(C5=N4)C(=O)NC6C(OC(=O)C(N(C(=O)CN(C(=O)C7CCCN7C(=O)C(NC6=O)C(C)C)C)C)C(C)C)C)N)C. Cell line: T-47D. Synergy scores: CSS=8.14, Synergy_ZIP=3.75, Synergy_Bliss=12.4, Synergy_Loewe=11.2, Synergy_HSA=11.5.